This data is from Reaction yield outcomes from USPTO patents with 853,638 reactions. The task is: Predict the reaction yield, written as a fraction of the theoretical maximum amount of product (1.0 means a 100% yield; for example, 0.34 means a 34% yield). (1) The reactants are [CH:1]1([NH:4][C:5](=[O:24])[C:6]([C:17]2[CH:22]=[CH:21][C:20]([CH3:23])=[CH:19][CH:18]=2)=[CH:7][C:8]2[CH:16]=[CH:15][C:11]([C:12](O)=[O:13])=[CH:10][CH:9]=2)[CH2:3][CH2:2]1.F[P-](F)(F)(F)(F)F.[N:32]1([O:41][P+](N(C)C)(N(C)C)N(C)C)C2C=CC=CC=2N=N1.C1C=CC2N(O)N=NC=2C=1.Cl.NO.CCN(C(C)C)C(C)C. The catalyst is CN(C=O)C.O. The product is [CH:1]1([NH:4][C:5](=[O:24])[C:6]([C:17]2[CH:22]=[CH:21][C:20]([CH3:23])=[CH:19][CH:18]=2)=[CH:7][C:8]2[CH:16]=[CH:15][C:11]([C:12]([NH:32][OH:41])=[O:13])=[CH:10][CH:9]=2)[CH2:3][CH2:2]1. The yield is 0.770. (2) The reactants are [F:1][C:2]([F:7])([F:6])[C:3]([OH:5])=[O:4].[CH2:8]([S:10]([N:13]1[CH2:18][CH2:17][CH:16]([C:19]2[C:27]3[C:22](=[C:23]([C:38]([NH2:40])=[O:39])[CH:24]=[C:25]([C:28]4[CH:33]=[C:32]([CH2:34][NH:35][CH3:36])[CH:31]=[C:30]([F:37])[CH:29]=4)[CH:26]=3)[NH:21][CH:20]=2)[CH2:15][CH2:14]1)(=[O:12])=[O:11])[CH3:9].[CH3:41]N. No catalyst specified. The product is [F:1][C:2]([F:7])([F:6])[C:3]([OH:5])=[O:4].[CH2:8]([S:10]([N:13]1[CH2:18][CH2:17][CH:16]([C:19]2[C:27]3[C:22](=[C:23]([C:38]([NH2:40])=[O:39])[CH:24]=[C:25]([C:28]4[CH:33]=[C:32]([CH2:34][N:35]5[CH2:2][CH2:3][O:5][CH2:41][CH2:36]5)[CH:31]=[C:30]([F:37])[CH:29]=4)[CH:26]=3)[NH:21][CH:20]=2)[CH2:15][CH2:14]1)(=[O:11])=[O:12])[CH3:9]. The yield is 0.509. (3) The yield is 0.520. The product is [CH3:16][Si:17]([CH3:19])([CH3:18])[O:27][C:21]1[CH2:22][CH2:23][CH2:24][CH:3]([CH3:4])[CH:26]=1. The reactants are CN(C)[CH2:3][CH2:4]N(C)C.C[Li].C(OCC)C.[CH3:16][Si:17](Cl)([CH3:19])[CH3:18].[C:21]1(=[O:27])[CH2:26]C[CH2:24][CH:23]=[CH:22]1. The catalyst is O1CCCC1.[Cu](I)I. (4) The reactants are CC([O-])(C)C.[Na+].Cl[C:8]1[CH:13]=[CH:12][C:11]([CH3:14])=[CH:10][CH:9]=1.[CH2:15]([NH2:22])[C:16]1[CH:21]=[CH:20][CH:19]=[CH:18][CH:17]=1. The catalyst is C1C=CC(/C=C/C(/C=C/C2C=CC=CC=2)=O)=CC=1.C1C=CC(/C=C/C(/C=C/C2C=CC=CC=2)=O)=CC=1.C1C=CC(/C=C/C(/C=C/C2C=CC=CC=2)=O)=CC=1.[Pd].[Pd].C1C=CC(P(C2C(C3C(P(C4C=CC=CC=4)C4C=CC=CC=4)=CC=C4C=3C=CC=C4)=C3C(C=CC=C3)=CC=2)C2C=CC=CC=2)=CC=1.C1(C)C=CC=CC=1. The product is [CH2:15]([NH:22][C:8]1[CH:13]=[CH:12][C:11]([CH3:14])=[CH:10][CH:9]=1)[C:16]1[CH:21]=[CH:20][CH:19]=[CH:18][CH:17]=1. The yield is 0.900. (5) The reactants are [F:1][C:2]1[C:3]([N+:16]([O-])=O)=[CH:4][C:5]2[CH:6]=[C:7]3[C:13]([CH3:15])([CH3:14])[CH2:12][CH2:11][N:8]3[C:9]=2[CH:10]=1.C([O-])=O.[NH4+]. The catalyst is C(O)C.[Pd]. The product is [F:1][C:2]1[C:3]([NH2:16])=[CH:4][C:5]2[CH:6]=[C:7]3[C:13]([CH3:14])([CH3:15])[CH2:12][CH2:11][N:8]3[C:9]=2[CH:10]=1. The yield is 0.490.